From a dataset of Forward reaction prediction with 1.9M reactions from USPTO patents (1976-2016). Predict the product of the given reaction. (1) Given the reactants [CH2:1]([O:3][C:4](=[O:23])[C:5]1[CH:10]=[CH:9][CH:8]=[C:7]([S:11][C:12]2[C:20]3[C:15](=[CH:16][C:17]([Cl:21])=[CH:18][CH:19]=3)[NH:14][C:13]=2[CH3:22])[CH:6]=1)[CH3:2].Br[C:25]1[CH:26]=[N:27][N:28]([CH2:30][CH2:31][CH3:32])[CH:29]=1, predict the reaction product. The product is: [CH2:1]([O:3][C:4](=[O:23])[C:5]1[CH:10]=[CH:9][CH:8]=[C:7]([S:11][C:12]2[C:20]3[C:15](=[CH:16][C:17]([Cl:21])=[CH:18][CH:19]=3)[N:14]([C:25]3[CH:26]=[N:27][N:28]([CH2:30][CH2:31][CH3:32])[CH:29]=3)[C:13]=2[CH3:22])[CH:6]=1)[CH3:2]. (2) Given the reactants [Cl:1][C:2]1[CH:7]=[C:6]([Cl:8])[CH:5]=[CH:4][C:3]=1[C:9](=[O:16])[CH2:10][C:11]1[NH:12][CH:13]=[CH:14][N:15]=1.C1COCC1.[OH-].[K+].[C:24]([O:28][CH2:29][CH3:30])(=[O:27])[CH:25]=[CH2:26], predict the reaction product. The product is: [Cl:1][C:2]1[CH:7]=[C:6]([Cl:8])[CH:5]=[CH:4][C:3]=1[C:9](=[O:16])[CH:10]([C:11]1[NH:15][CH:14]=[CH:13][N:12]=1)[CH2:26][CH2:25][C:24]([O:28][CH2:29][CH3:30])=[O:27].